Dataset: Catalyst prediction with 721,799 reactions and 888 catalyst types from USPTO. Task: Predict which catalyst facilitates the given reaction. (1) Reactant: [CH3:1][C@@H:2]1[C@@H:13]([C:14]2[CH:19]=[CH:18][CH:17]=[CH:16][CH:15]=2)[NH:12][C:11](=[O:20])[CH2:10][CH2:9][CH:8]=[CH:7][CH2:6][C@@H:5]([NH:21][C:22](=O)[O:23]C(C)(C)C)[C:4](=[O:29])[O:3]1.[C:30](OC(N[C@H](CC=C)C(O[C@H](C)[C@H](NC(=O)CCC=C)C1C=CC=CC=1)=O)=O)(C)(C)C.FC(F)(F)C(O)=O.C([SiH](CC)CC)C.C(N(CC)CC)C.C(OC(=O)C)(=O)C. Product: [CH3:1][C@@H:2]1[C@@H:13]([C:14]2[CH:19]=[CH:18][CH:17]=[CH:16][CH:15]=2)[NH:12][C:11](=[O:20])[CH2:10][CH2:9][CH:8]=[CH:7][CH2:6][C@@H:5]([NH:21][C:22](=[O:23])[CH3:30])[C:4](=[O:29])[O:3]1. The catalyst class is: 11. (2) Reactant: [Cl:1][C:2]1[CH:7]=[CH:6][C:5]([C:8]2[C:9]([C:18]3[CH:23]=[CH:22][C:21]([Cl:24])=[CH:20][C:19]=3[Cl:25])=[N:10][C:11]([CH2:15][O:16]C)=[N:12][C:13]=2[CH3:14])=[CH:4][CH:3]=1.B(Br)(Br)Br. Product: [Cl:1][C:2]1[CH:7]=[CH:6][C:5]([C:8]2[C:9]([C:18]3[CH:23]=[CH:22][C:21]([Cl:24])=[CH:20][C:19]=3[Cl:25])=[N:10][C:11]([CH2:15][OH:16])=[N:12][C:13]=2[CH3:14])=[CH:4][CH:3]=1. The catalyst class is: 4. (3) Reactant: [P:1](=[O:5])([OH:4])([OH:3])[OH:2].[CH3:6][O:7][C:8]1[N:13]=[C:12](/[CH:14]=[CH:15]/[C:16]2[N:34]=[C:19]3[C@H:20]([C:24]4[CH:29]=[CH:28][CH:27]=[CH:26][C:25]=4[C:30]([F:33])([F:32])[F:31])[CH2:21][CH2:22][CH2:23][N:18]3[N:17]=2)[CH:11]=[CH:10][C:9]=1[N:35]1[CH:39]=[C:38]([CH3:40])[N:37]=[CH:36]1. Product: [OH:5][P:1]([O:4][P:1]([OH:4])([OH:3])=[O:2])(=[O:3])[OH:2].[CH3:6][O:7][C:8]1[N:13]=[C:12](/[CH:14]=[CH:15]/[C:16]2[N:34]=[C:19]3[C@H:20]([C:24]4[CH:29]=[CH:28][CH:27]=[CH:26][C:25]=4[C:30]([F:33])([F:32])[F:31])[CH2:21][CH2:22][CH2:23][N:18]3[N:17]=2)[CH:11]=[CH:10][C:9]=1[N:35]1[CH:39]=[C:38]([CH3:40])[N:37]=[CH:36]1. The catalyst class is: 10.